The task is: Predict the reaction yield, written as a fraction of the theoretical maximum amount of product (1.0 means a 100% yield; for example, 0.34 means a 34% yield).. This data is from Reaction yield outcomes from USPTO patents with 853,638 reactions. (1) The reactants are [C:1](OCC)(=O)CC([O-])=O.[Cl-].[Al+3].[Cl-].[Cl-].S(Cl)(Cl)=O.[N+:18]([C:21]1[CH:26]=[CH:25][C:24]([CH2:27][C:28]([OH:30])=O)=[CH:23][CH:22]=1)([O-:20])=[O:19]. The catalyst is O.COC(C)(C)C.ClCCl. The product is [N+:18]([C:21]1[CH:22]=[CH:23][C:24]([CH2:27][C:28](=[O:30])[CH3:1])=[CH:25][CH:26]=1)([O-:20])=[O:19]. The yield is 0.520. (2) The reactants are [N+:1]([C:4]1[CH:9]=[C:8]([N+:10]([O-])=O)[CH:7]=[CH:6][C:5]=1[C:13]([OH:22])([C:18]([F:21])([F:20])[F:19])[C:14](OC)=[O:15])([O-])=O.Cl. The catalyst is C(OCC)(=O)C.[Pd]. The product is [NH2:10][C:8]1[CH:9]=[C:4]2[C:5]([C:13]([OH:22])([C:18]([F:21])([F:20])[F:19])[C:14](=[O:15])[NH:1]2)=[CH:6][CH:7]=1. The yield is 0.990. (3) The reactants are [H-].[Na+].C(OP([CH2:11][C:12]([O:14][CH2:15][CH3:16])=[O:13])(OCC)=O)C.[F:17][C:18]1[C:26]2[C:22](=[CH:23][N:24]([CH3:27])[N:25]=2)[C:21]([CH:28]=O)=[CH:20][CH:19]=1.O. The catalyst is O1CCCC1. The product is [F:17][C:18]1[C:26]2[C:22](=[CH:23][N:24]([CH3:27])[N:25]=2)[C:21](/[CH:28]=[CH:11]/[C:12]([O:14][CH2:15][CH3:16])=[O:13])=[CH:20][CH:19]=1. The yield is 0.830. (4) The reactants are [NH2:1][C:2]1[CH:3]=[C:4]([O:16][CH2:17][CH2:18][O:19][CH3:20])[CH:5]=[C:6]2[C:10]=1[NH:9][C:8]([C:11]([O:13][CH2:14][CH3:15])=[O:12])=[CH:7]2.Cl.[N:22]1[CH:27]=[CH:26][CH:25]=[CH:24][C:23]=1[S:28](Cl)(=[O:30])=[O:29]. The catalyst is N1C=CC=CC=1. The product is [CH3:20][O:19][CH2:18][CH2:17][O:16][C:4]1[CH:5]=[C:6]2[C:10](=[C:2]([NH:1][S:28]([C:23]3[CH:24]=[CH:25][CH:26]=[CH:27][N:22]=3)(=[O:30])=[O:29])[CH:3]=1)[NH:9][C:8]([C:11]([O:13][CH2:14][CH3:15])=[O:12])=[CH:7]2. The yield is 0.650. (5) The reactants are [NH2:1][C:2]1([NH2:23])[NH:11][C:10](=[O:12])[C:9]2[C:4](=[N:5][CH:6]=[C:7]([C:13]3[CH:18]=[CH:17][C:16]([O:19][CH3:20])=[C:15]([O:21][CH3:22])[CH:14]=3)[N:8]=2)[NH:3]1.[C:24](OC(=O)C)(=[O:26])[CH3:25]. The catalyst is C(O)(=O)C. The product is [C:24]([NH:23][C:2]1([NH2:1])[NH:11][C:10](=[O:12])[C:9]2[C:4](=[N:5][CH:6]=[C:7]([C:13]3[CH:18]=[CH:17][C:16]([O:19][CH3:20])=[C:15]([O:21][CH3:22])[CH:14]=3)[N:8]=2)[NH:3]1)(=[O:26])[CH3:25]. The yield is 0.770. (6) The reactants are [OH:1][C:2]1[CH:3]=[C:4]([NH:10][C:11]2[CH:19]=[CH:18][CH:17]=[C:13]([C:14]([OH:16])=O)[C:12]=2[C:20]([OH:22])=O)[CH:5]=[CH:6][C:7]=1[O:8][CH3:9].Cl.[NH2:24][CH:25]1[CH2:31][CH2:30][C:29](=[O:32])[NH:28][C:26]1=[O:27]. The product is [O:27]=[C:26]1[CH:25]([N:24]2[C:20](=[O:22])[C:12]3[C:13](=[CH:17][CH:18]=[CH:19][C:11]=3[NH:10][C:4]3[CH:5]=[CH:6][C:7]([O:8][CH3:9])=[C:2]([OH:1])[CH:3]=3)[C:14]2=[O:16])[CH2:31][CH2:30][C:29](=[O:32])[NH:28]1. The catalyst is N1C=CC=CC=1. The yield is 0.580. (7) The reactants are C([N-]C(C)C)(C)C.[Li+].CN1C(=O)N(C)CCC1.Cl[CH2:19][CH2:20][CH2:21][C:22]1([C:32]([O:34][CH3:35])=[O:33])[CH2:27][CH2:26][CH2:25][CH:24]([C:28]([O:30][CH3:31])=[O:29])[CH2:23]1. The catalyst is C1COCC1. The product is [C:24]12([C:28]([O:30][CH3:31])=[O:29])[CH2:23][C:22]([C:32]([O:34][CH3:35])=[O:33])([CH2:27][CH2:26][CH2:25]1)[CH2:21][CH2:20][CH2:19]2. The yield is 0.820.